From a dataset of Catalyst prediction with 721,799 reactions and 888 catalyst types from USPTO. Predict which catalyst facilitates the given reaction. Reactant: [Br:1][C:2]1[N:7]=[C:6]([CH3:8])[C:5]([CH:9]=[O:10])=[CH:4][C:3]=1[CH3:11].O.[C:13]1(C)C=CC(S(O)(=O)=O)=CC=1.[C:24](=[O:27])(O)[O-].[Na+]. Product: [Br:1][C:2]1[C:3]([CH3:11])=[CH:4][C:5]([CH:9]([O:27][CH3:24])[O:10][CH3:13])=[C:6]([CH3:8])[N:7]=1. The catalyst class is: 5.